From a dataset of TCR-epitope binding with 47,182 pairs between 192 epitopes and 23,139 TCRs. Binary Classification. Given a T-cell receptor sequence (or CDR3 region) and an epitope sequence, predict whether binding occurs between them. The epitope is KTSVDCTMYI. The TCR CDR3 sequence is CASSAKGLGNTIYF. Result: 0 (the TCR does not bind to the epitope).